Dataset: Full USPTO retrosynthesis dataset with 1.9M reactions from patents (1976-2016). Task: Predict the reactants needed to synthesize the given product. (1) Given the product [F:1][C:2]1[C:3]([N:9]2[CH2:10][C:11]([CH3:14])([CH3:12])[O:13][C:21]2=[O:22])=[N:4][CH:5]=[C:6]([I:8])[CH:7]=1, predict the reactants needed to synthesize it. The reactants are: [F:1][C:2]1[C:3]([NH:9][CH2:10][C:11]([CH3:14])([OH:13])[CH3:12])=[N:4][CH:5]=[C:6]([I:8])[CH:7]=1.N1C=CC=CC=1.[C:21](Cl)(Cl)=[O:22]. (2) Given the product [Br:1][C:2]1[CH:3]=[C:4]([CH:5]=[C:6]([N+:8]([O-:10])=[O:9])[CH:7]=1)[O:18][CH2:17][CH2:16][N:15]([CH3:19])[CH3:14], predict the reactants needed to synthesize it. The reactants are: [Br:1][C:2]1[CH:7]=[C:6]([N+:8]([O-:10])=[O:9])[CH:5]=[C:4]([N+]([O-])=O)[CH:3]=1.[CH3:14][N:15]([CH3:19])[CH2:16][CH2:17][OH:18].[OH-].[K+]. (3) The reactants are: [Li]CCCC.Br[C:7]1[CH:12]=[CH:11][N:10]=[C:9]([N:13]([CH3:15])[CH3:14])[CH:8]=1.[CH2:16]([N:23]([CH3:31])[CH:24]1[CH2:29][CH2:28][C:27](=[O:30])[CH2:26][CH2:25]1)[C:17]1[CH:22]=[CH:21][CH:20]=[CH:19][CH:18]=1. Given the product [CH2:16]([N:23]([CH3:31])[CH:24]1[CH2:29][CH2:28][C:27]([C:7]2[CH:12]=[CH:11][N:10]=[C:9]([N:13]([CH3:15])[CH3:14])[CH:8]=2)([OH:30])[CH2:26][CH2:25]1)[C:17]1[CH:22]=[CH:21][CH:20]=[CH:19][CH:18]=1, predict the reactants needed to synthesize it. (4) Given the product [CH3:1][O:2][C:3]1[CH:4]=[C:5]2[C:10](=[CH:11][C:12]=1[O:13][CH3:14])[N:9]=[CH:8][CH:7]=[C:6]2[O:15][C:16]1[CH:22]=[CH:21][C:19]([NH:20][C:41](=[O:47])[O:42][CH2:43][CH2:56][CH2:55][O:54][C:53]2[CH:59]=[CH:60][C:50]([Cl:49])=[CH:51][CH:52]=2)=[CH:18][CH:17]=1, predict the reactants needed to synthesize it. The reactants are: [CH3:1][O:2][C:3]1[CH:4]=[C:5]2[C:10](=[CH:11][C:12]=1[O:13][CH3:14])[N:9]=[CH:8][CH:7]=[C:6]2[O:15][C:16]1[CH:22]=[CH:21][C:19]([NH2:20])=[CH:18][CH:17]=1.C1(C)C=CC=CC=1.C(N(CC)CC)C.ClC(Cl)(O[C:41](=[O:47])[O:42][C:43](Cl)(Cl)Cl)Cl.[Cl:49][C:50]1[CH:60]=[CH:59][C:53]([O:54][CH2:55][CH2:56]CO)=[CH:52][CH:51]=1. (5) Given the product [CH3:24][S:25]([O:15][CH2:14][C@@H:4]1[CH2:3][C:2]([F:1])([F:16])[CH2:6][N:5]1[C:7]([O:9][C:10]([CH3:11])([CH3:12])[CH3:13])=[O:8])(=[O:27])=[O:26], predict the reactants needed to synthesize it. The reactants are: [F:1][C:2]1([F:16])[CH2:6][N:5]([C:7]([O:9][C:10]([CH3:13])([CH3:12])[CH3:11])=[O:8])[C@H:4]([CH2:14][OH:15])[CH2:3]1.CCN(CC)CC.[CH3:24][S:25](Cl)(=[O:27])=[O:26].